From a dataset of Forward reaction prediction with 1.9M reactions from USPTO patents (1976-2016). Predict the product of the given reaction. (1) Given the reactants [NH2:1][C:2]1[C:11]2[CH2:10][CH2:9][CH2:8][CH2:7][C:6]=2[CH:5]=[CH:4][C:3]=1[NH:12][C:13]1[CH:18]=[CH:17][CH:16]=[C:15]([NH:19][C:20]([O:22][C:23]([CH3:26])([CH3:25])[CH3:24])=[O:21])[CH:14]=1.[C:27](Cl)(=[O:31])[C:28](Cl)=[O:29], predict the reaction product. The product is: [C:23]([O:22][C:20]([NH:19][C:15]1[CH:14]=[C:13]([N:12]2[C:3]3[CH:4]=[CH:5][C:6]4[CH2:7][CH2:8][CH2:9][CH2:10][C:11]=4[C:2]=3[NH:1][C:28](=[O:29])[C:27]2=[O:31])[CH:18]=[CH:17][CH:16]=1)=[O:21])([CH3:26])([CH3:25])[CH3:24]. (2) Given the reactants [CH3:1][S:2](Cl)(=[O:4])=[O:3].[CH2:6]([O:24][C:25]1[CH:26]=[C:27]([CH2:33][OH:34])[CH:28]=[C:29]([CH2:31][OH:32])[CH:30]=1)[CH2:7][CH2:8][CH2:9][CH2:10][CH2:11][CH2:12][CH2:13][CH2:14][CH2:15][CH2:16][CH2:17][CH2:18][CH2:19][CH2:20][CH2:21][CH2:22][CH3:23].C(N(CC)CC)C, predict the reaction product. The product is: [CH3:1][S:2]([O:34][CH2:33][C:27]1[CH:26]=[C:25]([O:24][CH2:6][CH2:7][CH2:8][CH2:9][CH2:10][CH2:11][CH2:12][CH2:13][CH2:14][CH2:15][CH2:16][CH2:17][CH2:18][CH2:19][CH2:20][CH2:21][CH2:22][CH3:23])[CH:30]=[C:29]([CH2:31][O:32][S:2]([CH3:1])(=[O:4])=[O:3])[CH:28]=1)(=[O:4])=[O:3]. (3) Given the reactants O=[C:2]1[CH2:7][CH2:6][N:5]([C:8]([O:10][C:11]([CH3:14])([CH3:13])[CH3:12])=[O:9])[CH2:4][CH2:3]1.[CH3:15]C(N(C)C)=O.[C:21]([CH2:23][C:24]([NH2:26])=[O:25])#[N:22].[H-].[Na+].Cl, predict the reaction product. The product is: [C:21]([C:23]1[C:24](=[O:25])[NH:26][C:2]2[CH2:7][CH2:6][N:5]([C:8]([O:10][C:11]([CH3:14])([CH3:13])[CH3:12])=[O:9])[CH2:4][C:3]=2[CH:15]=1)#[N:22]. (4) Given the reactants Br[C:2]1[N:3]=[C:4]2[C:9](=[N:10][CH:11]=1)[NH:8]C(=O)N(C1C=CC=C(Cl)C=1)[C:5]2=[O:20].[CH3:21][O-:22].[Na+].[OH-:24].[Na+], predict the reaction product. The product is: [NH2:8][C:9]1[C:4]([C:5]([OH:20])=[O:24])=[N:3][C:2]([O:22][CH3:21])=[CH:11][N:10]=1. (5) The product is: [CH2:24]([O:15][C:13](=[O:14])[CH2:12][N:3]1[C:4]2[C:9](=[CH:8][CH:7]=[CH:6][CH:5]=2)[CH:10]=[C:2]1[CH3:1])[CH3:25]. Given the reactants [CH3:1][C:2]1[NH:3][C:4]2[C:9]([CH:10]=1)=[CH:8][CH:7]=[CH:6][CH:5]=2.Br[CH2:12][C:13]([O-:15])=[O:14].C(=O)([O-])[O-].[Cs+].[Cs+].[I-].[K+].[C:24](#N)[CH3:25], predict the reaction product. (6) Given the reactants Br[C:2]1[CH:3]=[C:4]([NH:8][CH:9]([C:13]2[CH:18]=[CH:17][CH:16]=[CH:15][CH:14]=2)[C:10]([NH2:12])=[O:11])[CH:5]=[N:6][CH:7]=1.[O:19]1[C:24]2[CH:25]=[CH:26][C:27](B(O)O)=[CH:28][C:23]=2[O:22][CH2:21][CH2:20]1.C(=O)([O-])[O-].[K+].[K+].COCCOC, predict the reaction product. The product is: [O:19]1[C:24]2[CH:25]=[CH:26][C:27]([C:2]3[CH:3]=[C:4]([NH:8][CH:9]([C:13]4[CH:18]=[CH:17][CH:16]=[CH:15][CH:14]=4)[C:10]([NH2:12])=[O:11])[CH:5]=[N:6][CH:7]=3)=[CH:28][C:23]=2[O:22][CH2:21][CH2:20]1. (7) Given the reactants O1CCCCC1[O:7][NH:8][C:9]([C:11]1[CH:40]=[CH:39][C:14]([CH2:15][NH:16][C:17]([C:19]2[CH:27]=[CH:26][C:25]3[CH2:28][NH:29][CH:30]([C:32]([O:34][C:35]([CH3:38])([CH3:37])[CH3:36])=[O:33])[CH2:31][N:23]4[C:24]=3[C:20]=2[CH:21]=[CH:22]4)=[O:18])=[CH:13][CH:12]=1)=[O:10].O.C(O)(=O)C, predict the reaction product. The product is: [OH:7][NH:8][C:9]([C:11]1[CH:12]=[CH:13][C:14]([CH2:15][NH:16][C:17]([C:19]2[CH:27]=[CH:26][C:25]3[CH2:28][NH:29][CH:30]([C:32]([O:34][C:35]([CH3:36])([CH3:37])[CH3:38])=[O:33])[CH2:31][N:23]4[C:24]=3[C:20]=2[CH:21]=[CH:22]4)=[O:18])=[CH:39][CH:40]=1)=[O:10].